The task is: Predict the reactants needed to synthesize the given product.. This data is from Full USPTO retrosynthesis dataset with 1.9M reactions from patents (1976-2016). (1) Given the product [Cl:20][C:14]1[C:15]([Cl:19])=[CH:16][CH:17]=[CH:18][C:13]=1[S:10]([N:9]([CH2:21][O:22][CH2:23][CH2:24][Si:25]([CH3:28])([CH3:27])[CH3:26])[C:5]1[N:6]=[C:7]([CH3:8])[C:2]([S:31][CH2:32][C@H:33]([NH:38][C:39](=[O:45])[O:40][C:41]([CH3:43])([CH3:42])[CH3:44])[C:34]([NH:36][CH3:37])=[O:35])=[N:3][C:4]=1[O:29][CH3:30])(=[O:12])=[O:11], predict the reactants needed to synthesize it. The reactants are: Br[C:2]1[N:3]=[C:4]([O:29][CH3:30])[C:5]([N:9]([CH2:21][O:22][CH2:23][CH2:24][Si:25]([CH3:28])([CH3:27])[CH3:26])[S:10]([C:13]2[CH:18]=[CH:17][CH:16]=[C:15]([Cl:19])[C:14]=2[Cl:20])(=[O:12])=[O:11])=[N:6][C:7]=1[CH3:8].[SH:31][CH2:32][C@H:33]([NH:38][C:39](=[O:45])[O:40][C:41]([CH3:44])([CH3:43])[CH3:42])[C:34]([NH:36][CH3:37])=[O:35]. (2) Given the product [F:12][C:10]1[CH:9]=[CH:8][C:7]([C:13]#[CH:14])=[C:6]2[C:11]=1[CH:2]=[C:3]([CH3:18])[CH:4]=[N:5]2, predict the reactants needed to synthesize it. The reactants are: C[C:2]1[C:11]2[C:6](=[C:7]([C:13]#[C:14]CO)[CH:8]=[CH:9][C:10]=2[F:12])[N:5]=[C:4](C)[C:3]=1[CH3:18].[OH-].[Na+].C1(C)C=CC=CC=1. (3) Given the product [NH2:1][C@@H:4]([C@@H:41]([C:48]1[CH:53]=[CH:52][C:51]([Cl:54])=[CH:50][CH:49]=1)[CH:42]1[CH2:47][CH2:46][O:45][CH2:44][CH2:43]1)[C:5]([NH:7][C:8]1[CH:39]=[CH:38][CH:37]=[C:36]([F:40])[C:9]=1[CH2:10][CH2:11][C@H:12]1[CH2:19][N:18]([C:20]([O:22][C:23]([CH3:24])([CH3:25])[CH3:26])=[O:21])[CH2:17][C:14]2([CH2:16][CH2:15]2)[N:13]1[S:27]([C:30]1[CH:35]=[CH:34][CH:33]=[CH:32][CH:31]=1)(=[O:29])=[O:28])=[O:6], predict the reactants needed to synthesize it. The reactants are: [N:1]([C@@H:4]([C@@H:41]([C:48]1[CH:53]=[CH:52][C:51]([Cl:54])=[CH:50][CH:49]=1)[CH:42]1[CH2:47][CH2:46][O:45][CH2:44][CH2:43]1)[C:5]([NH:7][C:8]1[CH:39]=[CH:38][CH:37]=[C:36]([F:40])[C:9]=1[CH2:10][CH2:11][C@H:12]1[CH2:19][N:18]([C:20]([O:22][C:23]([CH3:26])([CH3:25])[CH3:24])=[O:21])[CH2:17][C:14]2([CH2:16][CH2:15]2)[N:13]1[S:27]([C:30]1[CH:35]=[CH:34][CH:33]=[CH:32][CH:31]=1)(=[O:29])=[O:28])=[O:6])=[N+]=[N-].C1C=CC(P(C2C=CC=CC=2)C2C=CC=CC=2)=CC=1. (4) The reactants are: C(OC(=O)[NH:10][CH:11]1[C:25](=[O:26])[N:24]([CH3:27])[CH2:23][C:14]2[C:15]3[CH:16]=[N:17][NH:18][C:19]=3[C:20]([CH3:22])=[CH:21][C:13]=2[CH2:12]1)C1C=CC=CC=1.[H][H].C(Cl)(Cl)[Cl:32]. Given the product [ClH:32].[NH2:10][CH:11]1[C:25](=[O:26])[N:24]([CH3:27])[CH2:23][C:14]2[C:15]3[CH:16]=[N:17][NH:18][C:19]=3[C:20]([CH3:22])=[CH:21][C:13]=2[CH2:12]1, predict the reactants needed to synthesize it. (5) Given the product [Cl:13][C:14]1[CH:15]=[N:16][CH:17]=[C:18]([C:20]([F:21])([F:23])[F:22])[C:19]=1[CH:24]=[O:25], predict the reactants needed to synthesize it. The reactants are: C(NC(C)C)(C)C.C([Li])CCC.[Cl:13][C:14]1[CH:15]=[N:16][CH:17]=[C:18]([C:20]([F:23])([F:22])[F:21])[CH:19]=1.[C:24](=O)([O-])[OH:25].[Na+].